This data is from Full USPTO retrosynthesis dataset with 1.9M reactions from patents (1976-2016). The task is: Predict the reactants needed to synthesize the given product. (1) Given the product [C:16]([C:13]1[CH:12]=[N:11][C:10]([N:8]2[CH:9]=[C:5]([CH2:4][CH2:3][CH2:2][O:1][C:22]3[C:27]([O:28][CH3:29])=[CH:26][CH:25]=[CH:24][C:23]=3[CH2:30][C:31]([OH:33])=[O:32])[C:6]([CH:18]([CH3:20])[CH3:19])=[N:7]2)=[N:15][CH:14]=1)#[N:17], predict the reactants needed to synthesize it. The reactants are: [OH:1][CH2:2][CH2:3][CH2:4][C:5]1[C:6]([CH:18]([CH3:20])[CH3:19])=[N:7][N:8]([C:10]2[N:15]=[CH:14][C:13]([C:16]#[N:17])=[CH:12][N:11]=2)[CH:9]=1.O[C:22]1[C:27]([O:28][CH3:29])=[CH:26][CH:25]=[CH:24][C:23]=1[CH2:30][C:31]([O:33]C)=[O:32].C(P(CCCC)CCCC)CCC.N(C(N1CCCCC1)=O)=NC(N1CCCCC1)=O. (2) Given the product [NH2:16][C:15]([C:12]1[N:11]2[C:5]3[CH:4]=[CH:3][C:2]([Cl:1])=[CH:33][C:6]=3[C@@H:7]([C:23]3[CH:28]=[CH:27][CH:26]=[C:25]([O:29][CH3:30])[C:24]=3[O:31][CH3:32])[O:8][C@H:9]([CH2:17][CH2:18][C:19]([OH:21])=[O:20])[C:10]2=[CH:14][CH:13]=1)=[O:34], predict the reactants needed to synthesize it. The reactants are: [Cl:1][C:2]1[CH:3]=[CH:4][C:5]2[N:11]3[C:12]([C:15]#[N:16])=[CH:13][CH:14]=[C:10]3[C@@H:9]([CH2:17][CH2:18][C:19]([O:21]C)=[O:20])[O:8][C@H:7]([C:23]3[CH:28]=[CH:27][CH:26]=[C:25]([O:29][CH3:30])[C:24]=3[O:31][CH3:32])[C:6]=2[CH:33]=1.[OH-:34].[Na+]. (3) Given the product [ClH:47].[CH3:45][C:42]1[C:24]2[C:25]3[CH:26]=[C:27]([O:33][CH2:34][CH:35]4[CH2:40][CH2:39][N:38]([CH3:41])[CH2:37][CH2:36]4)[C:28]([O:31][CH3:32])=[CH:29][C:30]=3[C:21]([C:18]3[CH:17]=[CH:16][C:15]([OH:14])=[CH:20][CH:19]=3)=[N:22][C:23]=2[NH:44][N:43]=1, predict the reactants needed to synthesize it. The reactants are: FC(F)(F)C(O)=O.C(=O)([O:14][C:15]1[CH:20]=[CH:19][C:18]([C:21]2[C:30]3[CH:29]=[C:28]([O:31][CH3:32])[C:27]([O:33][CH2:34][CH:35]4[CH2:40][CH2:39][N:38]([CH3:41])[CH2:37][CH2:36]4)=[CH:26][C:25]=3[C:24]3[C:42]([CH3:45])=[N:43][NH:44][C:23]=3[N:22]=2)=[CH:17][CH:16]=1)OC(C)(C)C.[ClH:47].